The task is: Predict the reactants needed to synthesize the given product.. This data is from Full USPTO retrosynthesis dataset with 1.9M reactions from patents (1976-2016). (1) The reactants are: [Cl:1][C:2]1[CH:7]=[CH:6][C:5]([C:8]2[N:12]([CH2:13][CH:14]=[O:15])[C:11](=[O:16])[N:10]([CH2:17][C:18]([NH:20][CH:21]([C:24]3[CH:29]=[CH:28][CH:27]=[C:26]([C:30]([F:33])([F:32])[F:31])[CH:25]=3)[CH2:22]C)=[O:19])[N:9]=2)=[CH:4][CH:3]=1.[CH2:34]1COC[CH2:35]1.[CH2:39]([Mg]Br)C. Given the product [Cl:1][C:2]1[CH:3]=[CH:4][C:5]([C:8]2[N:12]([CH2:13][C:14]3([OH:15])[CH2:35][CH2:34]3)[C:11](=[O:16])[N:10]([CH2:17][C:18]([NH:20][C:21]([CH3:39])([C:24]3[CH:29]=[CH:28][CH:27]=[C:26]([C:30]([F:32])([F:31])[F:33])[CH:25]=3)[CH3:22])=[O:19])[N:9]=2)=[CH:6][CH:7]=1, predict the reactants needed to synthesize it. (2) Given the product [Cl:1][C:2]1[C:7]([C:8]2[CH:13]=[CH:12][C:11]([S:14]([CH2:17][CH3:18])(=[O:15])=[O:16])=[CH:10][C:9]=2[O:19][CH3:20])=[CH:6][C:5]([C:31]2[C:32]3[N:39]=[CH:38][N:37]([CH2:40][CH3:41])[C:33]=3[N:34]=[N:35][CH:36]=2)=[CH:4][CH:3]=1, predict the reactants needed to synthesize it. The reactants are: [Cl:1][C:2]1[C:7]([C:8]2[CH:13]=[CH:12][C:11]([S:14]([CH2:17][CH3:18])(=[O:16])=[O:15])=[CH:10][C:9]=2[O:19][CH3:20])=[CH:6][C:5](B2OC(C)(C)C(C)(C)O2)=[CH:4][CH:3]=1.Cl[C:31]1[C:32]2[N:39]=[CH:38][N:37]([CH2:40][CH3:41])[C:33]=2[N:34]=[N:35][CH:36]=1. (3) Given the product [F:1][C:2]1[C:11]([N+:14]([O-:16])=[O:15])=[CH:10][C:5]([C:6]([O:8][CH3:9])=[O:7])=[C:4]([O:12][CH3:13])[CH:3]=1, predict the reactants needed to synthesize it. The reactants are: [F:1][C:2]1[CH:11]=[CH:10][C:5]([C:6]([O:8][CH3:9])=[O:7])=[C:4]([O:12][CH3:13])[CH:3]=1.[N+:14]([O-])([O-:16])=[O:15].[K+].